From a dataset of Full USPTO retrosynthesis dataset with 1.9M reactions from patents (1976-2016). Predict the reactants needed to synthesize the given product. (1) Given the product [CH3:26][C:27]1[N:31]([CH2:32][C:33]([N:35]2[CH2:40][CH2:39][CH:38]([C:41]3[S:43][CH:2]=[C:3]([C:5]4[CH2:9][CH:8]([CH2:10][O:11][CH2:12][N:13]5[C:21](=[O:22])[C:20]6[C:15](=[CH:16][CH:17]=[CH:18][CH:19]=6)[C:14]5=[O:23])[O:7][N:6]=4)[N:42]=3)[CH2:37][CH2:36]2)=[O:34])[N:30]=[C:29]([C:44]([F:47])([F:45])[F:46])[CH:28]=1, predict the reactants needed to synthesize it. The reactants are: Cl[CH2:2][C:3]([C:5]1[CH2:9][CH:8]([CH2:10][O:11][CH2:12][N:13]2[C:21](=[O:22])[C:20]3[C:15](=[CH:16][CH:17]=[CH:18][CH:19]=3)[C:14]2=[O:23])[O:7][N:6]=1)=O.[Br-].[Na+].[CH3:26][C:27]1[N:31]([CH2:32][C:33]([N:35]2[CH2:40][CH2:39][CH:38]([C:41](=[S:43])[NH2:42])[CH2:37][CH2:36]2)=[O:34])[N:30]=[C:29]([C:44]([F:47])([F:46])[F:45])[CH:28]=1. (2) Given the product [CH3:52][O:53][Si:54]([O:57][CH3:58])([CH2:3][CH2:2][CH2:1][O:4][CH2:5][C:6]([CH2:37][O:38][CH2:39][CH2:40][O:41][CH2:42][CH2:43][O:44][CH2:45][CH2:46][O:47][CH2:48][CH2:49][O:50][CH3:51])([CH2:7][O:8][CH2:9][CH2:10][O:11][CH2:12][CH2:13][O:14][CH2:15][CH2:16][O:17][CH2:18][CH2:19][O:20][CH3:21])[CH2:22][O:23][CH2:24][CH2:25][O:26][CH2:27][CH2:28][O:29][CH2:30][CH2:31][O:32][CH2:33][CH2:34][O:35][CH3:36])[O:55][CH3:56], predict the reactants needed to synthesize it. The reactants are: [CH2:1]([O:4][CH2:5][C:6]([CH2:37][O:38][CH2:39][CH2:40][O:41][CH2:42][CH2:43][O:44][CH2:45][CH2:46][O:47][CH2:48][CH2:49][O:50][CH3:51])([CH2:22][O:23][CH2:24][CH2:25][O:26][CH2:27][CH2:28][O:29][CH2:30][CH2:31][O:32][CH2:33][CH2:34][O:35][CH3:36])[CH2:7][O:8][CH2:9][CH2:10][O:11][CH2:12][CH2:13][O:14][CH2:15][CH2:16][O:17][CH2:18][CH2:19][O:20][CH3:21])[CH:2]=[CH2:3].[CH3:52][O:53][SiH:54]([O:57][CH3:58])[O:55][CH3:56].C.